From a dataset of Full USPTO retrosynthesis dataset with 1.9M reactions from patents (1976-2016). Predict the reactants needed to synthesize the given product. (1) The reactants are: [CH:1]([C:4]1[NH:5][C:6]([C:16]2[CH:21]=[CH:20][CH:19]=[C:18](B3OC(C)(C)C(C)(C)O3)[CH:17]=2)=[C:7]([C:9]2[CH:14]=[CH:13][CH:12]=[C:11]([CH3:15])[N:10]=2)[N:8]=1)([CH3:3])[CH3:2].Br[C:32]1[CH:37]=[CH:36][C:35]([S:38]([NH2:41])(=[O:40])=[O:39])=[CH:34][CH:33]=1. Given the product [CH:1]([C:4]1[NH:5][C:6]([C:16]2[CH:17]=[C:18]([C:32]3[CH:37]=[CH:36][C:35]([S:38]([NH2:41])(=[O:40])=[O:39])=[CH:34][CH:33]=3)[CH:19]=[CH:20][CH:21]=2)=[C:7]([C:9]2[CH:14]=[CH:13][CH:12]=[C:11]([CH3:15])[N:10]=2)[N:8]=1)([CH3:3])[CH3:2], predict the reactants needed to synthesize it. (2) Given the product [C@@H:14]12[CH2:33][C@@H:17]([CH2:16][CH2:15]1)[CH2:18][C@@H:19]2[N:24]1[C:20](=[O:30])[C:21]2[C:22](=[CH:26][CH:27]=[CH:28][CH:29]=2)[C:23]1=[O:25], predict the reactants needed to synthesize it. The reactants are: [C:14]1(P([C:14]2[CH:19]=[CH:18][CH:17]=[CH:16][CH:15]=2)[C:14]2[CH:19]=[CH:18][CH:17]=[CH:16][CH:15]=2)[CH:19]=[CH:18][CH:17]=[CH:16][CH:15]=1.[C:20]1(=[O:30])[NH:24][C:23](=[O:25])[C:22]2=[CH:26][CH:27]=[CH:28][CH:29]=[C:21]12.N(C(OCC)=O)=N[C:33](OCC)=O. (3) Given the product [CH2:36]([N:3]([CH2:1][CH3:2])[CH2:4][CH2:5][NH:6][C:7]([C:9]1[C:13]([CH3:14])=[C:12](/[CH:15]=[C:16]2\[C:17](=[O:34])[NH:18][C:19]3[C:24]\2=[CH:23][C:22]([C:39]2[S:40][CH:41]=[C:42]([C:44]4[CH:49]=[CH:48][CH:47]=[CH:46][CH:45]=4)[N:43]=2)=[CH:21][CH:20]=3)[NH:11][C:10]=1[CH3:35])=[O:8])[CH3:37], predict the reactants needed to synthesize it. The reactants are: [CH2:1]([N:3]([CH2:36][CH3:37])[CH2:4][CH2:5][NH:6][C:7]([C:9]1[C:13]([CH3:14])=[C:12](/[CH:15]=[C:16]2\[C:17](=[O:34])[NH:18][C:19]3[C:24]\2=[CH:23][C:22](B2OC(C)(C)C(C)(C)O2)=[CH:21][CH:20]=3)[NH:11][C:10]=1[CH3:35])=[O:8])[CH3:2].Br[C:39]1[S:40][CH:41]=[C:42]([C:44]2[CH:49]=[CH:48][CH:47]=[CH:46][CH:45]=2)[N:43]=1.C(=O)([O-])[O-].[K+].[K+]. (4) Given the product [N:1]1([C:6]2[N:14]=[CH:13][N:12]=[C:11]3[C:7]=2[N:8]=[CH:9][N:10]3[C@H:15]2[O:37][C@@H:36]([CH2:38][OH:39])[C@H:26]([OH:27])[C@@H:16]2[OH:17])[CH:5]=[CH:4][CH:3]=[CH:2]1, predict the reactants needed to synthesize it. The reactants are: [N:1]1([C:6]2[N:14]=[CH:13][N:12]=[C:11]3[C:7]=2[N:8]=[CH:9][N:10]3[C@H:15]2[O:37][C@@H:36]([CH2:38][O:39]C(=O)C3C=CC=CC=3)[C@H:26]([O:27]C(=O)C3C=CC=CC=3)[C@@H:16]2[O:17]C(=O)C2C=CC=CC=2)[CH:5]=[CH:4][CH:3]=[CH:2]1.N.